From a dataset of Forward reaction prediction with 1.9M reactions from USPTO patents (1976-2016). Predict the product of the given reaction. (1) The product is: [CH3:1][C:2]1([CH3:10])[C:4]([CH3:6])([CH3:5])[CH:3]1[C:7]([Cl:14])=[O:8]. Given the reactants [CH3:1][C:2]1([CH3:10])[C:4]([CH3:6])([CH3:5])[CH:3]1[C:7](O)=[O:8].C(Cl)(=O)C([Cl:14])=O, predict the reaction product. (2) Given the reactants [F:1][C:2]1[CH:27]=[CH:26][C:5]([O:6][CH2:7][C@@H:8]([O:11]C(=O)C2C=C([N+]([O-])=O)C=C([N+]([O-])=O)C=2)[C:9]#[CH:10])=[CH:4][CH:3]=1.CO.C([O-])([O-])=O.[K+].[K+], predict the reaction product. The product is: [F:1][C:2]1[CH:27]=[CH:26][C:5]([O:6][CH2:7][C@@H:8]([OH:11])[C:9]#[CH:10])=[CH:4][CH:3]=1. (3) Given the reactants [CH3:1][C:2]1[N:6]2[C:7]3[CH:13]=[C:12]([C:14]4[CH:18]=[CH:17][NH:16][N:15]=4)[N:11]([CH2:19][C:20]4[CH:21]=C([CH:25]=[CH:26][CH:27]=4)C#N)[C:8]=3[CH:9]=[CH:10][C:5]2=[N:4][N:3]=1.[OH-:28].[K+].[Na+].[Cl-].Cl.[CH3:33][CH2:34][OH:35], predict the reaction product. The product is: [CH3:1][C:2]1[N:6]2[C:7]3[CH:13]=[C:12]([C:14]4[CH:18]=[CH:17][NH:16][N:15]=4)[N:11]([CH2:19][C:20]4[CH:21]=[C:33]([CH:25]=[CH:26][CH:27]=4)[C:34]([OH:28])=[O:35])[C:8]=3[CH:9]=[CH:10][C:5]2=[N:4][N:3]=1. (4) Given the reactants CC([O-])(C)C.[K+].[CH2:7]([C:12]1[O:13][CH:14]=[CH:15][CH:16]=1)[CH2:8][CH2:9][CH2:10][CH3:11].[SiH:17]([CH2:22][CH3:23])([CH2:20][CH3:21])[CH2:18][CH3:19], predict the reaction product. The product is: [CH2:18]([Si:17]([CH2:22][CH3:23])([CH2:20][CH3:21])[C:14]1[O:13][C:12]([CH2:7][CH2:8][CH2:9][CH2:10][CH3:11])=[CH:16][CH:15]=1)[CH3:19].